Dataset: Peptide-MHC class I binding affinity with 185,985 pairs from IEDB/IMGT. Task: Regression. Given a peptide amino acid sequence and an MHC pseudo amino acid sequence, predict their binding affinity value. This is MHC class I binding data. (1) The peptide sequence is ILDDNLYKV. The MHC is HLA-A02:12 with pseudo-sequence HLA-A02:12. The binding affinity (normalized) is 1.00. (2) The peptide sequence is LNISGYNYSL. The MHC is HLA-A02:03 with pseudo-sequence HLA-A02:03. The binding affinity (normalized) is 0.00183. (3) The peptide sequence is SLLKTHRMCK. The MHC is HLA-A11:01 with pseudo-sequence HLA-A11:01. The binding affinity (normalized) is 0.661. (4) The peptide sequence is SIIPSGPLK. The MHC is HLA-A03:01 with pseudo-sequence HLA-A03:01. The binding affinity (normalized) is 0.513.